This data is from Catalyst prediction with 721,799 reactions and 888 catalyst types from USPTO. The task is: Predict which catalyst facilitates the given reaction. Product: [CH2:6]([O:13][C:14]1[CH:21]=[CH:20][C:17]([CH:18]=[O:35])=[C:16]([NH:22][CH2:23][C@H:24]([OH:26])[CH3:25])[CH:15]=1)[C:7]1[CH:12]=[CH:11][CH:10]=[CH:9][CH:8]=1. Reactant: O.[PH2]([O-])=O.[Na+].[CH2:6]([O:13][C:14]1[CH:21]=[CH:20][C:17]([C:18]#N)=[C:16]([NH:22][CH2:23][C@H:24]([OH:26])[CH3:25])[CH:15]=1)[C:7]1[CH:12]=[CH:11][CH:10]=[CH:9][CH:8]=1.N1C=CC=CC=1CC(O)=[O:35].O. The catalyst class is: 181.